From a dataset of Catalyst prediction with 721,799 reactions and 888 catalyst types from USPTO. Predict which catalyst facilitates the given reaction. (1) Reactant: [CH3:1][O:2][C:3](=[O:11])[C:4]1[CH:9]=[CH:8][C:7]([NH2:10])=[CH:6][CH:5]=1.[CH3:12][O:13][C:14](=[O:23])[C:15]1[CH:20]=[CH:19][CH:18]=[C:17]([CH:21]=O)[CH:16]=1.[CH2:24]=[C:25]([CH3:27])[CH3:26].F[C:29](F)(F)S([O-])(=O)=O.[Yb+3].FC(F)(F)S([O-])(=O)=O.FC(F)(F)S([O-])(=O)=O. Product: [CH2:1]([O:2][C:3]([C:4]1[CH:5]=[C:6]2[C:7](=[CH:8][CH:9]=1)[NH:10][CH:21]([C:17]1[CH:18]=[CH:19][CH:20]=[C:15]([C:14]([O:13][CH3:12])=[O:23])[CH:16]=1)[CH2:24][C:25]2([CH3:27])[CH3:26])=[O:11])[CH3:29]. The catalyst class is: 115. (2) Reactant: COC(CP(OC)(OC)=O)=O.C(N1C(C)=CC=C1C=O)C1C=CC=CC=1.[CH3:27][O:28][C:29]1[CH:34]=[CH:33][N:32]=[C:31]2[NH:35][C:36]([CH2:38]O)=[CH:37][C:30]=12. Product: [CH3:27][O:28][C:29]1[CH:34]=[CH:33][N:32]=[C:31]2[NH:35][C:36]([CH3:38])=[CH:37][C:30]=12. The catalyst class is: 7.